From a dataset of Full USPTO retrosynthesis dataset with 1.9M reactions from patents (1976-2016). Predict the reactants needed to synthesize the given product. Given the product [NH2:44][C:36]1[N:35]=[C:34]([N:5]2[CH2:6][C:7]3[CH:12]=[C:11]([C:13]4[CH:14]=[C:15]5[N:21]=[C:20]([NH2:22])[NH:19][C:16]5=[N:17][CH:18]=4)[CH:10]=[CH:9][C:8]=3[O:2][CH2:3][CH2:4]2)[C:39]([CH:40]([CH3:41])[CH3:42])=[C:38]([CH3:43])[N:37]=1, predict the reactants needed to synthesize it. The reactants are: Cl.[O:2]1[C:8]2[CH:9]=[CH:10][C:11]([C:13]3[CH:14]=[C:15]4[NH:21][C:20]([NH:22]C(=O)OCC5C=CC=CC=5)=[N:19][C:16]4=[N:17][CH:18]=3)=[CH:12][C:7]=2[CH2:6][NH:5][CH2:4][CH2:3]1.Cl[C:34]1[C:39]([CH:40]([CH3:42])[CH3:41])=[C:38]([CH3:43])[N:37]=[C:36]([NH2:44])[N:35]=1.C(N(C(C)C)CC)(C)C.